This data is from Full USPTO retrosynthesis dataset with 1.9M reactions from patents (1976-2016). The task is: Predict the reactants needed to synthesize the given product. (1) Given the product [CH3:29][N:30]([CH2:31][C:32]1[O:27][C:26]([CH:11]2[CH2:12][CH:13]([C:15]3[CH:16]=[CH:17][C:18]([O:21][C:22]([F:23])([F:24])[F:25])=[CH:19][CH:20]=3)[CH2:14][N:9]([C:7]([N:1]3[CH2:2][CH2:3][O:4][CH2:5][CH2:6]3)=[O:8])[CH2:10]2)=[N:35][N:34]=1)[CH3:36], predict the reactants needed to synthesize it. The reactants are: [N:1]1([C:7]([N:9]2[CH2:14][CH:13]([C:15]3[CH:20]=[CH:19][C:18]([O:21][C:22]([F:25])([F:24])[F:23])=[CH:17][CH:16]=3)[CH2:12][CH:11]([C:26](O)=[O:27])[CH2:10]2)=[O:8])[CH2:6][CH2:5][O:4][CH2:3][CH2:2]1.[CH3:29][N:30]([CH3:36])[CH2:31][C:32]([NH:34][NH2:35])=O. (2) Given the product [Cl:1][C:2]1[CH:7]=[CH:6][C:5]([NH:8][C:9]([C:11]2[O:12][C:13]([CH3:16])=[CH:14][CH:15]=2)=[O:10])=[CH:4][C:3]=1[C:17]1[N:18]=[C:19]2[N:24]=[CH:23][C:22]([C:25]3[CH:30]=[CH:29][C:28]([NH:31][CH3:32])=[CH:27][CH:26]=3)=[CH:21][N:20]2[CH:40]=1, predict the reactants needed to synthesize it. The reactants are: [Cl:1][C:2]1[CH:7]=[CH:6][C:5]([NH:8][C:9]([C:11]2[O:12][C:13]([CH3:16])=[CH:14][CH:15]=2)=[O:10])=[CH:4][C:3]=1[C:17]1[N:18]=[C:19]2[N:24]=[CH:23][C:22]([C:25]3[CH:30]=[CH:29][C:28]([N:31](C)[C:32](=O)OC(C)(C)C)=[CH:27][CH:26]=3)=[CH:21][N:20]2[CH:40]=1.Cl.O1CCOCC1.